Dataset: Catalyst prediction with 721,799 reactions and 888 catalyst types from USPTO. Task: Predict which catalyst facilitates the given reaction. (1) Reactant: [CH2:1]([C:3]1([O:35][C:36](=[O:45])[O:37][CH2:38][C:39]2[CH:44]=[CH:43][CH:42]=[CH:41][CH:40]=2)[C:8]2[CH:9]=[C:10]3[N:18]([C:19](=[O:20])[C:7]=2[CH2:6][O:5][C:4]1=[O:34])[CH2:17][C:16]1[C:15]([CH2:21][CH2:22][Si:23]([CH2:26][CH2:27][CH2:28][OH:29])([CH3:25])[CH3:24])=[C:14]2[CH:30]=[CH:31][CH:32]=[CH:33][C:13]2=[N:12][C:11]3=1)[CH3:2].[O:46]1[C:50]([C:51](Cl)=[O:52])=[CH:49][CH:48]=[N:47]1. The catalyst class is: 119. Product: [CH2:38]([O:37][C:36]([O:35][C:3]1([CH2:1][CH3:2])[C:8]2[CH:9]=[C:10]3[N:18]([C:19](=[O:20])[C:7]=2[CH2:6][O:5][C:4]1=[O:34])[CH2:17][C:16]1[C:15]([CH2:21][CH2:22][Si:23]([CH3:25])([CH3:24])[CH2:26][CH2:27][CH2:28][O:29][C:51]([C:50]2[O:46][N:47]=[CH:48][CH:49]=2)=[O:52])=[C:14]2[CH:30]=[CH:31][CH:32]=[CH:33][C:13]2=[N:12][C:11]3=1)=[O:45])[C:39]1[CH:40]=[CH:41][CH:42]=[CH:43][CH:44]=1. (2) Reactant: C(OC([N:8]1[CH2:13][CH2:12][N:11]([C:14]([C:16]2[N:20]3[N:21]=[CH:22][C:23](C(O)=O)=[CH:24][C:19]3=[C:18]([C:28]3[CH:33]=[CH:32][CH:31]=[CH:30][CH:29]=3)[C:17]=2[CH2:34][C:35]2[CH:40]=[CH:39][CH:38]=[C:37]([F:41])[C:36]=2[CH3:42])=[O:15])[CH2:10][CH2:9]1)=O)(C)(C)C.N1C2C(=CC=CC=2)C=CC=1.Cl.O1CCOCC1. Product: [F:41][C:37]1[C:36]([CH3:42])=[C:35]([CH:40]=[CH:39][CH:38]=1)[CH2:34][C:17]1[C:18]([C:28]2[CH:29]=[CH:30][CH:31]=[CH:32][CH:33]=2)=[C:19]2[CH:24]=[CH:23][CH:22]=[N:21][N:20]2[C:16]=1[C:14]([N:11]1[CH2:12][CH2:13][NH:8][CH2:9][CH2:10]1)=[O:15]. The catalyst class is: 536.